Task: Regression. Given a peptide amino acid sequence and an MHC pseudo amino acid sequence, predict their binding affinity value. This is MHC class II binding data.. Dataset: Peptide-MHC class II binding affinity with 134,281 pairs from IEDB The peptide sequence is RQHGSEEWEPLTKKG. The MHC is HLA-DPA10301-DPB10402 with pseudo-sequence HLA-DPA10301-DPB10402. The binding affinity (normalized) is 0.0612.